Dataset: hERG Central: cardiac toxicity at 1µM, 10µM, and general inhibition. Task: Predict hERG channel inhibition at various concentrations. The compound is COc1ccc(C)cc1S(=O)(=O)NCC(c1ccc2c(c1)OCO2)N1CCN(C)CC1. Results: hERG_inhib (hERG inhibition (general)): blocker.